From a dataset of Forward reaction prediction with 1.9M reactions from USPTO patents (1976-2016). Predict the product of the given reaction. (1) Given the reactants [Cl:1][C:2]1[CH:15]=[CH:14][C:5]2[CH:6]([CH2:12][CH3:13])[NH:7][NH:8][S:9](=[O:11])(=[O:10])[C:4]=2[C:3]=1[Cl:16].[CH3:17][C:18]([O-])(C)C.[K+].C(I)C, predict the reaction product. The product is: [CH2:17]([N:8]1[NH:7][CH:6]([CH2:12][CH3:13])[C:5]2[CH:14]=[CH:15][C:2]([Cl:1])=[C:3]([Cl:16])[C:4]=2[S:9]1(=[O:11])=[O:10])[CH3:18]. (2) Given the reactants [CH3:1][N:2]1[C:7](=[O:8])[CH:6]=[C:5]([NH:9][CH3:10])[N:4]([C:11]2[CH:16]=[CH:15][C:14]([I:17])=[CH:13][C:12]=2[F:18])[C:3]1=[O:19].[C:20]([O:28]CC)(=O)[CH2:21][C:22]([O:24]CC)=O, predict the reaction product. The product is: [CH3:1][N:2]1[C:7](=[O:8])[C:6]2[C:22]([OH:24])=[CH:21][C:20](=[O:28])[N:9]([CH3:10])[C:5]=2[N:4]([C:11]2[CH:16]=[CH:15][C:14]([I:17])=[CH:13][C:12]=2[F:18])[C:3]1=[O:19]. (3) The product is: [ClH:21].[Br:22][C:16]1[CH:15]=[CH:14][C:13]2[C@@H:11]3[C@:10]([CH3:23])([CH2:9][NH:8][CH2:12]3)[O:20][CH2:19][C:18]=2[C:17]=1[Cl:21]. Given the reactants C([N:8]1[CH2:12][C@@H:11]2[C:13]3[CH:14]=[CH:15][C:16]([Br:22])=[C:17]([Cl:21])[C:18]=3[CH2:19][O:20][C@@:10]2([CH3:23])[CH2:9]1)C1C=CC=CC=1.ClC(OC(Cl)C)=O.CO, predict the reaction product. (4) Given the reactants C([O:3][C:4]([C:6]1[N:10]=[C:9]([C:11]2[CH:16]=[CH:15][N:14]=[CH:13][C:12]=2[NH:17][C:18]2[CH:23]=[CH:22][C:21]([I:24])=[CH:20][C:19]=2[F:25])[O:8][N:7]=1)=O)C.C1COCC1, predict the reaction product. The product is: [F:25][C:19]1[CH:20]=[C:21]([I:24])[CH:22]=[CH:23][C:18]=1[NH:17][C:12]1[CH:13]=[N:14][CH:15]=[CH:16][C:11]=1[C:9]1[O:8][N:7]=[C:6]([CH2:4][OH:3])[N:10]=1. (5) Given the reactants Br[C:2]1[C:10]2[N:9]3[CH2:11][CH2:12][NH:13][C:14](=[O:15])[C:8]3=[CH:7][C:6]=2[C:5]([F:16])=[C:4]([F:17])[CH:3]=1.[Cl:18][C:19]1[CH:24]=[CH:23][C:22](B(O)O)=[CH:21][CH:20]=1, predict the reaction product. The product is: [Cl:18][C:19]1[CH:24]=[CH:23][C:22]([C:2]2[C:10]3[N:9]4[CH2:11][CH2:12][NH:13][C:14](=[O:15])[C:8]4=[CH:7][C:6]=3[C:5]([F:16])=[C:4]([F:17])[CH:3]=2)=[CH:21][CH:20]=1. (6) Given the reactants [CH3:1][O:2][C:3](=[O:11])[C:4]1[CH:9]=[CH:8][C:7](N)=[CH:6][CH:5]=1.N([O-])=O.[Na+].C(O)(=O)C.[S:20](=[O:22])=[O:21].[ClH:23], predict the reaction product. The product is: [Cl:23][S:20]([C:7]1[CH:8]=[CH:9][C:4]([C:3]([O:2][CH3:1])=[O:11])=[CH:5][CH:6]=1)(=[O:22])=[O:21]. (7) Given the reactants Cl.[NH2:2][C:3]1[CH:8]=[CH:7][CH:6]=[CH:5][C:4]=1[CH2:9][CH2:10][CH2:11][C:12]([O:14][CH3:15])=[O:13].C(N(CC)CC)C.[C:23](Cl)(=[O:25])[CH3:24].Cl, predict the reaction product. The product is: [C:23]([NH:2][C:3]1[CH:8]=[CH:7][CH:6]=[CH:5][C:4]=1[CH2:9][CH2:10][CH2:11][C:12]([O:14][CH3:15])=[O:13])(=[O:25])[CH3:24].